This data is from Catalyst prediction with 721,799 reactions and 888 catalyst types from USPTO. The task is: Predict which catalyst facilitates the given reaction. (1) Reactant: [C:1]([C@H:4]1[CH2:8][CH2:7][CH2:6][N:5]1[C:9]([O:11][C:12]([CH3:15])([CH3:14])[CH3:13])=[O:10])(=[O:3])[CH3:2].[H-].[Al+3].[Li+].[H-].[H-].[H-].O.[OH-].[Na+]. Product: [OH:3][CH:1]([C@H:4]1[CH2:8][CH2:7][CH2:6][N:5]1[C:9]([O:11][C:12]([CH3:13])([CH3:15])[CH3:14])=[O:10])[CH3:2]. The catalyst class is: 1. (2) Reactant: [O:1]1CCO[CH:2]1[C:6]1[CH:7]=[C:8]([CH:28]=[CH:29][CH:30]=1)[C:9]([NH:11][C:12]1[S:13][CH:14]=[C:15]([C:22]2[CH:27]=[CH:26][CH:25]=[CH:24][CH:23]=2)[C:16]=1[C:17]([O:19][CH2:20][CH3:21])=[O:18])=[O:10].Cl. Product: [CH:2]([C:6]1[CH:7]=[C:8]([CH:28]=[CH:29][CH:30]=1)[C:9]([NH:11][C:12]1[S:13][CH:14]=[C:15]([C:22]2[CH:23]=[CH:24][CH:25]=[CH:26][CH:27]=2)[C:16]=1[C:17]([O:19][CH2:20][CH3:21])=[O:18])=[O:10])=[O:1]. The catalyst class is: 1. (3) Reactant: [BH4-].[Na+].[F:3][C:4]1[CH:9]=[C:8]([CH:10]2[CH2:15][CH2:14][CH:13]([CH2:16][CH2:17][CH2:18][CH2:19][CH3:20])[CH2:12][CH2:11]2)[CH:7]=[CH:6][C:5]=1[CH:21]1[CH2:26][CH2:25][CH:24]([CH:27]2[CH2:32][CH2:31][C:30](=[O:33])[CH2:29][CH2:28]2)[CH2:23][CH2:22]1.[H][H].[Cl-].[NH4+]. Product: [F:3][C:4]1[CH:9]=[C:8]([CH:10]2[CH2:15][CH2:14][CH:13]([CH2:16][CH2:17][CH2:18][CH2:19][CH3:20])[CH2:12][CH2:11]2)[CH:7]=[CH:6][C:5]=1[CH:21]1[CH2:26][CH2:25][CH:24]([CH:27]2[CH2:28][CH2:29][CH:30]([OH:33])[CH2:31][CH2:32]2)[CH2:23][CH2:22]1. The catalyst class is: 13. (4) Reactant: [Li+].[C:2]1([CH3:27])[CH:7]=[CH:6][CH:5]=[CH:4][C:3]=1[CH:8]1[CH2:17][CH2:16][C:15]2[C:10](=[CH:11][CH:12]=[C:13]([O:18][C:19]3[S:20][C:21]([C:24]([O-])=[O:25])=[CH:22][N:23]=3)[CH:14]=2)[O:9]1.CN(C)C=O.ON1C2C=CC=CC=2N=N1.C[N:44]1CC[O:47][CH2:46][CH2:45]1.C(CN)O. Product: [OH:47][CH2:46][CH2:45][NH:44][C:24]([C:21]1[S:20][C:19]([O:18][C:13]2[CH:14]=[C:15]3[C:10](=[CH:11][CH:12]=2)[O:9][CH:8]([C:3]2[CH:4]=[CH:5][CH:6]=[CH:7][C:2]=2[CH3:27])[CH2:17][CH2:16]3)=[N:23][CH:22]=1)=[O:25]. The catalyst class is: 6. (5) Reactant: [NH:1]1[CH2:6][CH2:5][O:4][CH2:3][CH2:2]1.C(N(CC)CC)C.O.[Cl:15][C:16]1[CH:17]=[CH:18][CH:19]=[C:20]2[C:25]=1[C:24]([C:26](Cl)=[O:27])=[N:23][C:22]([C@@H:29]([NH:31][C:32]1[N:40]=[CH:39][N:38]=[C:37]3[C:33]=1[N:34]=[CH:35][N:36]3[CH2:41][C:42]1[CH:47]=[CH:46][C:45]([O:48][CH3:49])=[CH:44][CH:43]=1)[CH3:30])=[CH:21]2. Product: [Cl:15][C:16]1[CH:17]=[CH:18][CH:19]=[C:20]2[C:25]=1[C:24]([C:26]([N:1]1[CH2:6][CH2:5][O:4][CH2:3][CH2:2]1)=[O:27])=[N:23][C:22]([C@@H:29]([NH:31][C:32]1[N:40]=[CH:39][N:38]=[C:37]3[C:33]=1[N:34]=[CH:35][N:36]3[CH2:41][C:42]1[CH:43]=[CH:44][C:45]([O:48][CH3:49])=[CH:46][CH:47]=1)[CH3:30])=[CH:21]2. The catalyst class is: 2. (6) Reactant: [C:1]([C:5]1[CH:6]=[C:7]([NH:29][C:30]([NH:32][C@@H:33]2[C:42]3[C:37](=[CH:38][CH:39]=[CH:40][CH:41]=3)[C@H:36]([O:43][C:44]3[CH:45]=[CH:46][C:47]4[N:48]([C:50]([N:53]5[CH2:58][CH2:57][CH2:56][CH2:55][C@@H:54]5[CH3:59])=[N:51][N:52]=4)[CH:49]=3)[CH2:35][CH2:34]2)=[O:31])[N:8]([C:10]2[CH:15]=[CH:14][C:13]([O:16][Si:17]([CH:24]([CH3:26])[CH3:25])([CH:21]([CH3:23])[CH3:22])[CH:18]([CH3:20])[CH3:19])=[C:12]([CH2:27]O)[CH:11]=2)[N:9]=1)([CH3:4])([CH3:3])[CH3:2].CCN(C(C)C)C(C)C.CS([Cl:73])(=O)=O.C(=O)(O)[O-].[Na+]. Product: [C:1]([C:5]1[CH:6]=[C:7]([NH:29][C:30]([NH:32][C@@H:33]2[C:42]3[C:37](=[CH:38][CH:39]=[CH:40][CH:41]=3)[C@H:36]([O:43][C:44]3[CH:45]=[CH:46][C:47]4[N:48]([C:50]([N:53]5[CH2:58][CH2:57][CH2:56][CH2:55][C@@H:54]5[CH3:59])=[N:51][N:52]=4)[CH:49]=3)[CH2:35][CH2:34]2)=[O:31])[N:8]([C:10]2[CH:15]=[CH:14][C:13]([O:16][Si:17]([CH:24]([CH3:26])[CH3:25])([CH:21]([CH3:23])[CH3:22])[CH:18]([CH3:20])[CH3:19])=[C:12]([CH2:27][Cl:73])[CH:11]=2)[N:9]=1)([CH3:4])([CH3:3])[CH3:2]. The catalyst class is: 2. (7) Reactant: [NH2:1][C@H:2]1[C:7]([F:9])([F:8])[CH2:6][CH2:5][CH2:4][C@H:3]1[NH:10][C:11]1[N:12]=[C:13](Cl)[C:14]([C:17]#[N:18])=[N:15][CH:16]=1.[NH2:20][C:21]1[CH:22]=[C:23]2[C:28](=[CH:29][CH:30]=1)[N:27]=[CH:26][CH:25]=[CH:24]2.C([O-])([O-])=O.[K+].[K+].C1C=CC(P(C2C(C3C(P(C4C=CC=CC=4)C4C=CC=CC=4)=CC=C4C=3C=CC=C4)=C3C(C=CC=C3)=CC=2)C2C=CC=CC=2)=CC=1. Product: [NH2:1][C@H:2]1[C:7]([F:9])([F:8])[CH2:6][CH2:5][CH2:4][C@H:3]1[NH:10][C:11]1[N:12]=[C:13]([NH:20][C:21]2[CH:22]=[C:23]3[C:28](=[CH:29][CH:30]=2)[N:27]=[CH:26][CH:25]=[CH:24]3)[C:14]([C:17]#[N:18])=[N:15][CH:16]=1. The catalyst class is: 231. (8) The catalyst class is: 8. Product: [C:16]([O:20][C:21](=[O:24])[CH2:22][NH:23][C:13]1[S:12][CH:2]=[C:3]([C:5]2[CH:10]=[CH:9][C:8]([F:11])=[CH:7][CH:6]=2)[N:14]=1)([CH3:19])([CH3:18])[CH3:17]. Reactant: Br[CH2:2][C:3]([C:5]1[CH:10]=[CH:9][C:8]([F:11])=[CH:7][CH:6]=1)=O.[S-:12][C:13]#[N:14].[Na+].[C:16]([O:20][C:21](=[O:24])[CH2:22][NH2:23])([CH3:19])([CH3:18])[CH3:17].